From a dataset of Catalyst prediction with 721,799 reactions and 888 catalyst types from USPTO. Predict which catalyst facilitates the given reaction. (1) Reactant: [CH3:1][O:2][C:3]1[CH:8]=[CH:7][C:6]([N+:9]([O-])=O)=[C:5]([C:12]([F:15])([F:14])[F:13])[CH:4]=1. Product: [CH3:1][O:2][C:3]1[CH:8]=[CH:7][C:6]([NH2:9])=[C:5]([C:12]([F:13])([F:14])[F:15])[CH:4]=1. The catalyst class is: 256. (2) The catalyst class is: 6. Reactant: C[O:2][C:3]1[CH:12]=[CH:11][C:10]2[C:5](=[C:6]3[CH:20]=[CH:19][CH:18]=[CH:17][C:7]3=[C:8]3[CH:16]=[CH:15][CH:14]=[CH:13][C:9]3=2)[N:4]=1.Cl.N1C=CC=CC=1. Product: [OH:2][C:3]1[CH:12]=[CH:11][C:10]2[C:5](=[C:6]3[CH:20]=[CH:19][CH:18]=[CH:17][C:7]3=[C:8]3[CH:16]=[CH:15][CH:14]=[CH:13][C:9]3=2)[N:4]=1. (3) Reactant: [NH2:1][C:2]1[S:6][C:5]2[CH:7]=[CH:8][CH:9]=[CH:10][C:4]=2[C:3]=1[C:11]#[N:12].F[C:14]1[CH:19]=[CH:18][C:17]([F:20])=[CH:16][C:15]=1[N+:21]([O-:23])=[O:22].[OH-].[Li+]. Product: [F:20][C:17]1[CH:18]=[CH:19][C:14]([NH:1][C:2]2[S:6][C:5]3[CH:7]=[CH:8][CH:9]=[CH:10][C:4]=3[C:3]=2[C:11]#[N:12])=[C:15]([N+:21]([O-:23])=[O:22])[CH:16]=1. The catalyst class is: 16. (4) Reactant: C(N(CC)CC)C.[NH2:8][C:9]1[CH:14]=[CH:13][CH:12]=[CH:11][C:10]=1[NH:15][S:16]([CH3:19])(=[O:18])=[O:17].[CH3:20][CH:21]([S:23]([NH:26][C@@H:27]1[CH2:35][C:34]2[C:29](=[CH:30][CH:31]=[C:32]([C:36](Cl)=[O:37])[CH:33]=2)[CH2:28]1)(=[O:25])=[O:24])[CH3:22].O. Product: [CH3:22][CH:21]([S:23]([NH:26][C@@H:27]1[CH2:35][C:34]2[C:29](=[CH:30][CH:31]=[C:32]([C:36]([NH:8][C:9]3[CH:14]=[CH:13][CH:12]=[CH:11][C:10]=3[NH:15][S:16]([CH3:19])(=[O:18])=[O:17])=[O:37])[CH:33]=2)[CH2:28]1)(=[O:25])=[O:24])[CH3:20]. The catalyst class is: 2. (5) Reactant: [Cl:1][C:2]1[CH:22]=[CH:21][C:5]([CH2:6][N:7]2[CH:11]=[CH:10][N:9]=[C:8]2[C:12]2[CH:17]=[CH:16][C:15]([N+:18]([O-])=O)=[CH:14][CH:13]=2)=[CH:4][CH:3]=1.FC(F)(F)S(O[C:29]1[CH:38]=[CH:37][C:36]2[C:31](=[CH:32][CH:33]=[CH:34][CH:35]=2)[C:30]=1[N+:39]([O-:41])=[O:40])(=O)=O.O=C(NC1C2C(=CC=CC=2)C=CC=1NC1C=CC(C2N(CCC3C=CC=CC=3)C=CN=2)=CC=1)CC(OCC)=O. The catalyst class is: 663. Product: [Cl:1][C:2]1[CH:22]=[CH:21][C:5]([CH2:6][N:7]2[CH:11]=[CH:10][N:9]=[C:8]2[C:12]2[CH:17]=[CH:16][C:15]([NH:18][C:29]3[CH:38]=[CH:37][C:36]4[C:31](=[CH:32][CH:33]=[CH:34][CH:35]=4)[C:30]=3[N+:39]([O-:41])=[O:40])=[CH:14][CH:13]=2)=[CH:4][CH:3]=1.